From a dataset of Reaction yield outcomes from USPTO patents with 853,638 reactions. Predict the reaction yield, written as a fraction of the theoretical maximum amount of product (1.0 means a 100% yield; for example, 0.34 means a 34% yield). (1) The reactants are [OH:1][CH2:2][C@H:3]([CH2:19][CH:20]=[CH2:21])[CH2:4][C@H:5]1[CH2:9][O:8][C:7]([CH3:11])([CH3:10])[N:6]1[C:12]([O:14][C:15]([CH3:18])([CH3:17])[CH3:16])=[O:13].N1C=CN=C1.[CH3:27][C:28]([Si:31](Cl)([CH3:33])[CH3:32])([CH3:30])[CH3:29]. The catalyst is CN(C1C=CN=CC=1)C.C(Cl)Cl. The product is [Si:31]([O:1][CH2:2][C@H:3]([CH2:19][CH:20]=[CH2:21])[CH2:4][C@H:5]1[CH2:9][O:8][C:7]([CH3:11])([CH3:10])[N:6]1[C:12]([O:14][C:15]([CH3:18])([CH3:17])[CH3:16])=[O:13])([C:28]([CH3:30])([CH3:29])[CH3:27])([CH3:33])[CH3:32]. The yield is 0.570. (2) The reactants are [Br:1][C:2]1[CH:7]=[C:6]([NH:8][CH:9]2[CH2:14][CH2:13][N:12]([C@H:15]3[CH2:20][CH2:19][C@H:18]([O:21][CH2:22][CH2:23][CH3:24])[CH2:17][CH2:16]3)[CH2:11][CH2:10]2)[C:5]([NH2:25])=[CH:4][C:3]=1[C:26]([F:29])([F:28])[F:27].C(N(C(C)C)CC)(C)C.[Cl:39][C:40]([O:43]C(=O)OC(Cl)(Cl)Cl)(Cl)Cl. The product is [ClH:39].[Br:1][C:2]1[C:3]([C:26]([F:29])([F:27])[F:28])=[CH:4][C:5]2[NH:25][C:40](=[O:43])[N:8]([CH:9]3[CH2:14][CH2:13][N:12]([C@H:15]4[CH2:16][CH2:17][C@H:18]([O:21][CH2:22][CH2:23][CH3:24])[CH2:19][CH2:20]4)[CH2:11][CH2:10]3)[C:6]=2[CH:7]=1. The catalyst is ClCCl. The yield is 0.220. (3) The reactants are Cl[C:2]1[C:7]([C:8]([F:11])([F:10])[F:9])=[CH:6][CH:5]=[C:4]([O:12][C:13]2[CH:18]=[CH:17][CH:16]=[C:15]([CH:19]=[C:20]3[CH2:29][CH2:28][C:23]4([O:27][CH2:26][CH2:25][O:24]4)[CH2:22][CH2:21]3)[CH:14]=2)[N:3]=1.[CH3:30][N:31](C=O)C. The catalyst is [C-]#N.[Zn+2].[C-]#N. The product is [O:27]1[C:23]2([CH2:28][CH2:29][C:20](=[CH:19][C:15]3[CH:14]=[C:13]([CH:18]=[CH:17][CH:16]=3)[O:12][C:4]3[N:3]=[C:2]([C:30]#[N:31])[C:7]([C:8]([F:11])([F:10])[F:9])=[CH:6][CH:5]=3)[CH2:21][CH2:22]2)[O:24][CH2:25][CH2:26]1. The yield is 0.980. (4) The reactants are [F:1][C:2]([F:16])([F:15])[CH2:3][CH2:4][O:5][C:6]1[N:11]=[CH:10][C:9]([C:12](=O)[CH3:13])=[CH:8][CH:7]=1.[CH3:17][C:18]([S@:21]([NH2:23])=[O:22])([CH3:20])[CH3:19]. No catalyst specified. The product is [CH3:17][C:18]([S@:21]([NH:23][CH:12]([C:9]1[CH:10]=[N:11][C:6]([O:5][CH2:4][CH2:3][C:2]([F:16])([F:15])[F:1])=[CH:7][CH:8]=1)[CH3:13])=[O:22])([CH3:20])[CH3:19]. The yield is 0.800. (5) The reactants are Cl.C(O[CH:5]([C:7]1[CH:8]=[C:9]2[C:13](=[CH:14][CH:15]=1)[NH:12][N:11]=[C:10]2[C:16]1[CH:21]=[CH:20][C:19]([F:22])=[CH:18][CH:17]=1)[NH2:6])C.[C:23]([N:26]1[CH2:31][CH2:30][N:29]([CH2:32][C:33]([NH:35][NH2:36])=O)[CH2:28][CH2:27]1)(=[O:25])[CH3:24].C[O-].[Na+]. The catalyst is CO. The product is [C:23]([N:26]1[CH2:31][CH2:30][N:29]([CH2:32][C:33]2[NH:6][C:5]([C:7]3[CH:8]=[C:9]4[C:13](=[CH:14][CH:15]=3)[NH:12][N:11]=[C:10]4[C:16]3[CH:21]=[CH:20][C:19]([F:22])=[CH:18][CH:17]=3)=[N:36][N:35]=2)[CH2:28][CH2:27]1)(=[O:25])[CH3:24]. The yield is 0.0500. (6) The catalyst is CN(C=O)C.O. The yield is 0.980. The product is [Cl:12][C:13]1[N:14]=[C:15]([N:20]2[CH2:21][CH2:22][O:23][CH2:24][CH2:25]2)[N:16]=[C:17]([N:7]2[C:6]3[CH:8]=[CH:9][CH:10]=[CH:11][C:5]=3[N:4]=[C:3]2[S:2][CH3:1])[N:18]=1. The reactants are [CH3:1][S:2][C:3]1[NH:7][C:6]2[CH:8]=[CH:9][CH:10]=[CH:11][C:5]=2[N:4]=1.[Cl:12][C:13]1[N:18]=[C:17](Cl)[N:16]=[C:15]([N:20]2[CH2:25][CH2:24][O:23][CH2:22][CH2:21]2)[N:14]=1.C([O-])([O-])=O.[K+].[K+]. (7) The reactants are [F:1][C:2]1[CH:21]=[C:20]([N+:22]([O-:24])=[O:23])[CH:19]=[CH:18][C:3]=1[O:4][C:5]1[CH:6]=[C:7]2[C:11](=[CH:12][C:13]=1C(O)=O)[N:10]([CH3:17])[N:9]=[CH:8]2.C1(P([N:39]=[N+]=[N-])(C2C=CC=CC=2)=O)C=CC=CC=1.C[C:43](C)=[O:44].[C:46]([OH:50])([CH3:49])([CH3:48])[CH3:47]. No catalyst specified. The product is [F:1][C:2]1[CH:21]=[C:20]([N+:22]([O-:24])=[O:23])[CH:19]=[CH:18][C:3]=1[O:4][C:5]1[CH:6]=[C:7]2[C:11](=[CH:12][C:13]=1[NH:39][C:43](=[O:44])[O:50][C:46]([CH3:49])([CH3:48])[CH3:47])[N:10]([CH3:17])[N:9]=[CH:8]2. The yield is 0.479.